This data is from Catalyst prediction with 721,799 reactions and 888 catalyst types from USPTO. The task is: Predict which catalyst facilitates the given reaction. (1) Reactant: [CH3:1][N:2]1[CH2:7][CH2:6][N:5]([C:8]2[CH:13]=[CH:12][C:11]([NH:14][C:15]3[N:20]=[CH:19][C:18]4=[CH:21][CH:22]=[C:23]([C:24]5[CH:25]=[C:26]([CH2:30]O)[CH:27]=[CH:28][CH:29]=5)[N:17]4[N:16]=3)=[CH:10][CH:9]=2)[CH2:4][CH2:3]1.C(N(CC)CC)C.CS(Cl)(=O)=O.S([O-])(=O)(=O)C.[CH3:49][NH:50][S:51]([CH3:54])(=[O:53])=[O:52].[H-].[Na+]. Product: [CH3:49][N:50]([CH2:30][C:26]1[CH:27]=[CH:28][CH:29]=[C:24]([C:23]2[N:17]3[C:18]([CH:19]=[N:20][C:15]([NH:14][C:11]4[CH:10]=[CH:9][C:8]([N:5]5[CH2:4][CH2:3][N:2]([CH3:1])[CH2:7][CH2:6]5)=[CH:13][CH:12]=4)=[N:16]3)=[CH:21][CH:22]=2)[CH:25]=1)[S:51]([CH3:54])(=[O:53])=[O:52]. The catalyst class is: 9. (2) Reactant: [Cl:1][C:2]1[N:10]=[C:9]2[C:5]([N:6]=[CH:7][N:8]2[CH:11]2[CH2:15][CH2:14][CH2:13][CH2:12]2)=[C:4](Cl)[N:3]=1.[NH2:17][C:18]1[CH:23]=[CH:22][CH:21]=[CH:20][CH:19]=1. Product: [Cl:1][C:2]1[N:10]=[C:9]2[C:5]([N:6]=[CH:7][N:8]2[CH:11]2[CH2:15][CH2:14][CH2:13][CH2:12]2)=[C:4]([NH:17][C:18]2[CH:23]=[CH:22][CH:21]=[CH:20][CH:19]=2)[N:3]=1. The catalyst class is: 66. (3) Reactant: [OH:1][C:2]1[CH:10]=[CH:9][C:5]([CH2:6]C#N)=[CH:4][CH:3]=1.BrCC[C:14]1[CH:19]=CC(F)=CC=1.C(=O)([O-])[O-:22].[K+].[K+].[I-].[Na+]. Product: [CH3:14][CH2:19][O:22][C:2]([CH3:10])=[O:1].[CH3:2][CH2:3][CH2:4][CH:5]([CH3:9])[CH3:6]. The catalyst class is: 10.